From a dataset of Full USPTO retrosynthesis dataset with 1.9M reactions from patents (1976-2016). Predict the reactants needed to synthesize the given product. (1) Given the product [N+:16]([C:8]1[C:9]2[N:10]([CH2:11][C:12]([O:14][CH3:15])=[O:13])[C:43](=[O:26])[NH:39][C:4]=2[CH:5]=[CH:6][CH:7]=1)([O-:18])=[O:17], predict the reactants needed to synthesize it. The reactants are: C([C:4]1[C:9]([NH:10][CH2:11][C:12]([O:14][CH3:15])=[O:13])=[C:8]([N+:16]([O-:18])=[O:17])[CH:7]=[CH:6][CH:5]=1)(O)=O.C1(P(N=[N+]=[N-])(C2C=CC=CC=2)=[O:26])C=CC=CC=1.C([N:39]([CH2:43]C)C(C)C)(C)C. (2) Given the product [N:1]1([C:5]2[N:14]=[C:13]3[C:8]([C:9](=[O:24])[C:10]([C:19]([OH:21])=[O:20])=[CH:11][NH:12]3)=[CH:7][C:6]=2[F:25])[CH2:4][CH2:3][CH2:2]1, predict the reactants needed to synthesize it. The reactants are: [N:1]1([C:5]2[N:14]=[C:13]3[C:8]([C:9](=[O:24])[C:10]([C:19]([O:21]CC)=[O:20])=[CH:11][N:12]3CCC#N)=[CH:7][C:6]=2[F:25])[CH2:4][CH2:3][CH2:2]1.[Li+].[OH-]. (3) Given the product [C:18]([O:17][C:15]([N:10]([CH3:34])[C:9]1[CH:11]=[C:5]([O:4][CH3:3])[CH:6]=[CH:7][C:8]=1[N+:12]([O-:14])=[O:13])=[O:16])([CH3:21])([CH3:20])[CH3:19], predict the reactants needed to synthesize it. The reactants are: [H-].[Na+].[CH3:3][O:4][C:5]1[CH:6]=[CH:7][C:8]([N+:12]([O-:14])=[O:13])=[C:9]([CH:11]=1)[NH2:10].[C:15](O[C:15]([O:17][C:18]([CH3:21])([CH3:20])[CH3:19])=[O:16])([O:17][C:18]([CH3:21])([CH3:20])[CH3:19])=[O:16].S(OC)(O[CH3:34])(=O)=O. (4) Given the product [CH3:34][C:35]12[C:36](=[O:37])[CH2:38][CH2:39][C:40]1=[CH:33][C:31](=[O:32])[CH2:29][CH2:30]2, predict the reactants needed to synthesize it. The reactants are: C[C@H]([C@H]1[C@]2(C)CC[C@H]3[C@]4(C)CC[C@@H](O)CC4=CC[C@@H]3[C@H]2CC1)CCCC(C)C.[CH:29]([C:31]([CH3:33])=[O:32])=[CH2:30].[CH3:34][CH:35]1[C:40](=O)[CH2:39][CH2:38][C:36]1=[O:37].N1CCC[C@@H]1C(O)=O. (5) Given the product [CH2:18]([O:4][C:3]1[CH:5]=[CH:6][CH:7]=[CH:8][C:2]=1[C:1]([O:10][CH3:11])=[O:9])[CH:19]([CH3:21])[CH3:20], predict the reactants needed to synthesize it. The reactants are: [C:1]([O:10][CH3:11])(=[O:9])[C:2]1[C:3](=[CH:5][CH:6]=[CH:7][CH:8]=1)[OH:4].C(=O)([O-])[O-].[K+].[K+].[CH2:18](I)[CH:19]([CH3:21])[CH3:20].Cl. (6) Given the product [F:42][C:24]([F:23])([F:41])[C:25]1[N:29]2[N:30]=[C:31]([N:34]3[CH2:39][CH2:38][C:37](=[O:40])[CH2:36][CH2:35]3)[CH2:32][CH2:33][C:28]2=[N:27][N:26]=1, predict the reactants needed to synthesize it. The reactants are: CC(OI1(OC(C)=O)(OC(C)=O)OC(=O)C2C1=CC=CC=2)=O.[F:23][C:24]([F:42])([F:41])[C:25]1[N:29]2[N:30]=[C:31]([N:34]3[CH2:39][CH2:38][CH:37]([OH:40])[CH2:36][CH2:35]3)[CH2:32][CH2:33][C:28]2=[N:27][N:26]=1. (7) Given the product [Cl:2][C:3]1[CH:16]=[CH:15][CH:14]=[CH:13][C:4]=1[O:5][CH2:6][CH:7]1[O:12][CH2:11][CH2:10][N:9]([C:26]([NH:25][C:20]2[CH:19]=[C:18]([CH3:17])[CH:23]=[C:22]([CH3:24])[N:21]=2)=[O:27])[CH2:8]1, predict the reactants needed to synthesize it. The reactants are: Cl.[Cl:2][C:3]1[CH:16]=[CH:15][CH:14]=[CH:13][C:4]=1[O:5][CH2:6][CH:7]1[O:12][CH2:11][CH2:10][NH:9][CH2:8]1.[CH3:17][C:18]1[CH:23]=[C:22]([CH3:24])[N:21]=[C:20]([NH:25][C:26](=O)[O:27]C2C=CC=CC=2)[CH:19]=1. (8) Given the product [Br:13][C:11]1[CH:12]=[C:7]([CH2:6][S:21]([C:15]2[CH:20]=[CH:19][CH:18]=[CH:17][CH:16]=2)(=[O:23])=[O:22])[C:8]([Cl:14])=[N:9][CH:10]=1, predict the reactants needed to synthesize it. The reactants are: CS(O[CH2:6][C:7]1[C:8]([Cl:14])=[N:9][CH:10]=[C:11]([Br:13])[CH:12]=1)(=O)=O.[C:15]1([S:21]([O-:23])=[O:22])[CH:20]=[CH:19][CH:18]=[CH:17][CH:16]=1.[Na+].C(=O)(O)[O-].[Na+].O. (9) Given the product [CH3:1][O:2][C:3]([C:5]1[CH:14]=[C:13]([N:38]2[CH2:43][CH2:42][CH2:41][CH2:40][CH2:39]2)[C:12]2[C:7](=[C:8]([O:23][CH2:24][C:25]3[CH:30]=[CH:29][CH:28]=[CH:27][CH:26]=3)[CH:9]=[CH:10][CH:11]=2)[N:6]=1)=[O:4], predict the reactants needed to synthesize it. The reactants are: [CH3:1][O:2][C:3]([C:5]1[CH:14]=[C:13](OS(C(F)(F)F)(=O)=O)[C:12]2[C:7](=[C:8]([O:23][CH2:24][C:25]3[CH:30]=[CH:29][CH:28]=[CH:27][CH:26]=3)[CH:9]=[CH:10][CH:11]=2)[N:6]=1)=[O:4].CN1CCNCC1.[NH:38]1[CH2:43][CH2:42][CH2:41][CH2:40][CH2:39]1. (10) The reactants are: [Br:1][C:2]1[C:3]([Cl:11])=[N:4][CH:5]=[C:6]([CH:10]=1)[C:7]([OH:9])=[O:8].C(OC(OC(C)(C)C)=O)(OC(C)(C)C)=O.O1[CH2:31][CH2:30][CH2:29][CH2:28]1. Given the product [Br:1][C:2]1[CH:10]=[C:6]([C:7]([O:9][CH2:28][CH2:29][CH2:30][CH3:31])=[O:8])[CH:5]=[N:4][C:3]=1[Cl:11], predict the reactants needed to synthesize it.